From a dataset of Reaction yield outcomes from USPTO patents with 853,638 reactions. Predict the reaction yield, written as a fraction of the theoretical maximum amount of product (1.0 means a 100% yield; for example, 0.34 means a 34% yield). (1) The catalyst is CN(C=O)C.C(Cl)Cl.O. The yield is 0.840. The product is [ClH:28].[CH3:1][C:2]1([NH2:30])[CH2:7][CH2:6][CH:5]([S:8]([C:11]2[CH:16]=[CH:15][CH:14]=[C:13]([C:17]([F:20])([F:19])[F:18])[CH:12]=2)(=[O:10])=[O:9])[CH2:4][CH2:3]1. The reactants are [CH3:1][C:2]1(C(O)=O)[CH2:7][CH2:6][CH:5]([S:8]([C:11]2[CH:16]=[CH:15][CH:14]=[C:13]([C:17]([F:20])([F:19])[F:18])[CH:12]=2)(=[O:10])=[O:9])[CH2:4][CH2:3]1.C(Cl)(C([Cl:28])=O)=O.[N-:30]=[N+]=[N-].[Na+]. (2) The reactants are [CH:1]1([O:6][CH:7]([C:11]2[CH:16]=[CH:15][C:14]([Cl:17])=[C:13]([Cl:18])[CH:12]=2)[C:8]([NH2:10])=[O:9])[CH2:5][CH2:4][CH2:3][CH2:2]1.[CH3:19][N:20]=[C:21]=[O:22]. The catalyst is C1(C)C=CC=CC=1. The product is [CH:1]1([O:6][CH:7]([C:11]2[CH:16]=[CH:15][C:14]([Cl:17])=[C:13]([Cl:18])[CH:12]=2)[C:8]([NH:10][C:21]([NH:20][CH3:19])=[O:22])=[O:9])[CH2:5][CH2:4][CH2:3][CH2:2]1. The yield is 0.410. (3) The reactants are [O:1]1[CH:5]=[CH:4][CH:3]=[C:2]1[CH2:6][N:7]([CH2:29][C:30]1[CH:35]=[CH:34][C:33]([O:36][CH3:37])=[CH:32][CH:31]=1)[S:8]([C:11]1[CH:28]=[CH:27][C:14]([C:15]([O:17]CC2C=CC(OC)=CC=2)=[O:16])=[CH:13][CH:12]=1)(=[O:10])=[O:9].[Li+].[OH-].C1COCC1.CO.Cl. No catalyst specified. The product is [O:1]1[CH:5]=[CH:4][CH:3]=[C:2]1[CH2:6][N:7]([CH2:29][C:30]1[CH:31]=[CH:32][C:33]([O:36][CH3:37])=[CH:34][CH:35]=1)[S:8]([C:11]1[CH:28]=[CH:27][C:14]([C:15]([OH:17])=[O:16])=[CH:13][CH:12]=1)(=[O:10])=[O:9]. The yield is 0.360.